Dataset: Forward reaction prediction with 1.9M reactions from USPTO patents (1976-2016). Task: Predict the product of the given reaction. (1) The product is: [O:3]=[C:4]1[CH:5]=[C:6]([C@@H:8]2[CH2:13][CH2:12][N:11]([C:14]([O:16][CH3:17])=[O:15])[C@@H:10]([CH2:18][C:19]3[CH:24]=[CH:23][CH:22]=[C:21]([C:25]([F:28])([F:27])[F:26])[CH:20]=3)[CH2:9]2)[O:7][NH:33]1. Given the reactants C([O:3][C:4](=O)[CH2:5][C:6]([C@@H:8]1[CH2:13][CH2:12][N:11]([C:14]([O:16][CH3:17])=[O:15])[C@@H:10]([CH2:18][C:19]2[CH:24]=[CH:23][CH:22]=[C:21]([C:25]([F:28])([F:27])[F:26])[CH:20]=2)[CH2:9]1)=[O:7])C.[OH-].[Na+].Cl.[NH2:33]O.Cl, predict the reaction product. (2) Given the reactants [SH:1][C:2]1[N:7]=[CH:6][CH:5]=[CH:4][N:3]=1.[H-].[Na+].F[C:11]1[C:12]([CH:25]=[O:26])=[CH:13][C:14]2[C:15]([CH3:24])([CH3:23])[CH2:16][CH2:17][C:18]([CH3:22])([CH3:21])[C:19]=2[CH:20]=1, predict the reaction product. The product is: [CH3:21][C:18]1([CH3:22])[CH2:17][CH2:16][C:15]([CH3:23])([CH3:24])[C:14]2[CH:13]=[C:12]([CH:25]=[O:26])[C:11]([S:1][C:2]3[N:7]=[CH:6][CH:5]=[CH:4][N:3]=3)=[CH:20][C:19]1=2.